From a dataset of Full USPTO retrosynthesis dataset with 1.9M reactions from patents (1976-2016). Predict the reactants needed to synthesize the given product. (1) Given the product [I:1][C:2]1[C:3](=[O:20])[C:4]2[CH:9]=[CH:8][NH:7][C:6](=[O:10])[C:5]=2[O:12][C:13]=1[C:14]1[CH:19]=[CH:18][CH:17]=[CH:16][CH:15]=1, predict the reactants needed to synthesize it. The reactants are: [I:1][C:2]1[C:3](=[O:20])[C:4]2[C:5]([O:12][C:13]=1[C:14]1[CH:19]=[CH:18][CH:17]=[CH:16][CH:15]=1)=[C:6]([O:10]C)[N:7]=[CH:8][CH:9]=2. (2) Given the product [Br:22][C:10]1[S:9][C:8]([C:5]2[CH:4]=[CH:3][C:2]([Cl:1])=[CH:7][CH:6]=2)=[N:12][C:11]=1[CH2:13][OH:14], predict the reactants needed to synthesize it. The reactants are: [Cl:1][C:2]1[CH:7]=[CH:6][C:5]([C:8]2[S:9][CH:10]=[C:11]([CH2:13][OH:14])[N:12]=2)=[CH:4][CH:3]=1.C1C(=O)N([Br:22])C(=O)C1.O. (3) Given the product [CH2:1]([O:4][C@@H:5]1[C@@H:19]([O:20][CH2:21][CH:22]=[CH2:23])[C@@H:18]([O:24][CH2:25][CH:26]=[CH2:27])[C@@H:17]([CH2:28][OH:29])[O:16][C@@H:6]1[O:7][C:8]1[CH:9]=[CH:10][C:11]([O:14][CH3:15])=[CH:12][CH:13]=1)[CH:2]=[CH2:3], predict the reactants needed to synthesize it. The reactants are: [CH2:1]([O:4][C@@H:5]1[C@@H:19]([O:20][CH2:21][CH:22]=[CH2:23])[C@@H:18]([O:24][CH2:25][CH:26]=[CH2:27])[C@@H:17]([CH2:28][O:29]C(C2C=CC=CC=2)(C2C=CC=CC=2)C2C=CC=CC=2)[O:16][C@@H:6]1[O:7][C:8]1[CH:13]=[CH:12][C:11]([O:14][CH3:15])=[CH:10][CH:9]=1)[CH:2]=[CH2:3]. (4) Given the product [OH:17][CH2:18][C:19]1[CH:24]=[CH:23][N:22]=[C:21]2[S:31][C:29](=[S:30])[NH:26][C:20]=12, predict the reactants needed to synthesize it. The reactants are: [S].O.O.O.O.O.O.O.O.O.[S-2].[Na+].[Na+].C([O:17][CH2:18][C:19]1[CH:24]=[CH:23][N:22]=[C:21](Cl)[C:20]=1[N+:26]([O-])=O)(=O)C.[C:29](=[S:31])=[S:30]. (5) Given the product [NH2:8][C:6]1[N:7]=[C:2]([Cl:1])[C:3]2[C:11]([C:27]#[C:26][CH2:25][CH2:24][OH:28])=[CH:10][N:9]([CH2:13][C:14]3[C:19]([CH3:20])=[C:18]([O:21][CH3:22])[C:17]([CH3:23])=[CH:16][N:15]=3)[C:4]=2[N:5]=1, predict the reactants needed to synthesize it. The reactants are: [Cl:1][C:2]1[C:3]2[C:11](I)=[CH:10][N:9]([CH2:13][C:14]3[C:19]([CH3:20])=[C:18]([O:21][CH3:22])[C:17]([CH3:23])=[CH:16][N:15]=3)[C:4]=2[N:5]=[C:6]([NH2:8])[N:7]=1.[CH2:24]([OH:28])[CH2:25][C:26]#[CH:27]. (6) Given the product [CH3:1][C:2]1[O:8][CH:7]=[CH:6][C:4](=[O:5])[C:3]=1[O:9][CH2:12][C:13]1[CH:18]=[CH:17][CH:16]=[CH:15][CH:14]=1, predict the reactants needed to synthesize it. The reactants are: [CH3:1][C:2]1[O:8][CH:7]=[CH:6][C:4](=[O:5])[C:3]=1[OH:9].[OH-].[Na+].[CH2:12](Br)[C:13]1[CH:18]=[CH:17][CH:16]=[CH:15][CH:14]=1. (7) Given the product [Br:1][C:2]1[CH:7]=[CH:6][C:5]([C:8]2[CH2:12][CH:11]([CH2:21][NH:18][C:16](=[O:28])[CH3:17])[O:10][N:9]=2)=[CH:4][C:3]=1[F:15], predict the reactants needed to synthesize it. The reactants are: [Br:1][C:2]1[CH:7]=[CH:6][C:5]([C:8]2[CH2:12][CH:11](NC)[O:10][N:9]=2)=[CH:4][C:3]=1[F:15].[CH2:16]([N:18]([CH2:21]C)CC)[CH3:17].ClCCl.C(Cl)(=[O:28])C.